Dataset: NCI-60 drug combinations with 297,098 pairs across 59 cell lines. Task: Regression. Given two drug SMILES strings and cell line genomic features, predict the synergy score measuring deviation from expected non-interaction effect. (1) Drug 1: C1CC(C1)(C(=O)O)C(=O)O.[NH2-].[NH2-].[Pt+2]. Drug 2: C(CN)CNCCSP(=O)(O)O. Cell line: OVCAR3. Synergy scores: CSS=11.9, Synergy_ZIP=0.264, Synergy_Bliss=1.19, Synergy_Loewe=-22.0, Synergy_HSA=-3.50. (2) Drug 1: C1CCC(CC1)NC(=O)N(CCCl)N=O. Drug 2: C1=CN(C(=O)N=C1N)C2C(C(C(O2)CO)O)O.Cl. Cell line: MALME-3M. Synergy scores: CSS=41.7, Synergy_ZIP=-7.50, Synergy_Bliss=-2.07, Synergy_Loewe=-29.8, Synergy_HSA=-0.225. (3) Drug 1: CC1=C(C=C(C=C1)NC(=O)C2=CC=C(C=C2)CN3CCN(CC3)C)NC4=NC=CC(=N4)C5=CN=CC=C5. Drug 2: CCCCC(=O)OCC(=O)C1(CC(C2=C(C1)C(=C3C(=C2O)C(=O)C4=C(C3=O)C=CC=C4OC)O)OC5CC(C(C(O5)C)O)NC(=O)C(F)(F)F)O. Cell line: RPMI-8226. Synergy scores: CSS=66.5, Synergy_ZIP=-0.212, Synergy_Bliss=1.33, Synergy_Loewe=-1.58, Synergy_HSA=3.36.